From a dataset of Volume of distribution at steady state (VDss) regression data from Lombardo et al.. Regression/Classification. Given a drug SMILES string, predict its absorption, distribution, metabolism, or excretion properties. Task type varies by dataset: regression for continuous measurements (e.g., permeability, clearance, half-life) or binary classification for categorical outcomes (e.g., BBB penetration, CYP inhibition). For this dataset (vdss_lombardo), we predict log10(VDss) (log10 of volume of distribution in L/kg). (1) The drug is Cc1cccc(C)c1NC(=O)C1CCCC[NH+]1C. The log10(VDss) is -0.0200. (2) The compound is N#CC1CCCN1C(=O)C[NH2+]C12CC3CC(CC(O)(C3)C1)C2. The log10(VDss) is 0.0100. (3) The compound is O=C([O-])c1cc(N=Nc2ccc(O)c(C(=O)[O-])c2)ccc1O. The log10(VDss) is -1.15. (4) The log10(VDss) is -0.150. The drug is C=C(CC(NC(=O)c1ccc(CCc2cnc3nc(N)nc(N)c3n2)cc1)C(=O)[O-])C(=O)[O-]. (5) The drug is N#CC(CCN1CCC(C(N)=O)([NH+]2CCCCC2)CC1)(c1ccccc1)c1ccccc1. The log10(VDss) is 0.670. (6) The drug is COc1cc2nc(N3CCN(C(=O)C4COc5ccccc5O4)CC3)nc(N)c2cc1OC. The log10(VDss) is 0.110. (7) The drug is COC1/C=C\OC2(C)Oc3c(C)c([O-])c4c(c3C2=O)C2=NC3(CC[NH+](CC(C)C)CC3)NC2=C(NC(=O)/C(C)=C\C=C/C(C)C(O)C(C)C(O)C(C)C(OC(C)=O)C1C)C4=O. The log10(VDss) is 0.970. (8) The drug is CSCCNc1nc(SCCC(F)(F)F)nc2c1ncn2C1OC(COP(=O)([O-])OP(=O)([O-])C(Cl)(Cl)P(=O)([O-])[O-])C(O)C1O. The log10(VDss) is -1.40. (9) The molecule is c1cc2c(c(N3CC[NH2+]CC3)c1)OCCO2. The log10(VDss) is 0.560. (10) The compound is C#CC1(O)C(CO)OC(n2ccc(N)nc2=O)C1O. The log10(VDss) is 0.0400.